This data is from Forward reaction prediction with 1.9M reactions from USPTO patents (1976-2016). The task is: Predict the product of the given reaction. (1) The product is: [F:1][CH:2]([C:17]1[O:18][C:19]([C:22]2[CH:23]=[CH:24][CH:25]=[CH:26][CH:27]=2)=[N:20][N:21]=1)[C:3]1[CH:16]=[CH:15][C:6]2[CH:7]=[C:8]([C:10]([OH:12])=[O:11])[S:9][C:5]=2[CH:4]=1. Given the reactants [F:1][CH:2]([C:17]1[O:18][C:19]([C:22]2[CH:27]=[CH:26][CH:25]=[CH:24][CH:23]=2)=[N:20][N:21]=1)[C:3]1[CH:16]=[CH:15][C:6]2[CH:7]=[C:8]([C:10]([O:12]CC)=[O:11])[S:9][C:5]=2[CH:4]=1.[OH-].[Na+], predict the reaction product. (2) Given the reactants [Cl:1][C:2]1[CH:7]=[C:6]([Cl:8])[C:5]([O:9][CH3:10])=[CH:4][C:3]=1[NH:11][C:12]1[C:21]2[C:16](=[CH:17][C:18](I)=[C:19]([O:22][CH3:23])[CH:20]=2)[N:15]=[CH:14][C:13]=1[C:25]#[N:26].[CH2:27]([N:31]1[CH2:36][CH2:35][N:34]([CH3:37])[CH2:33][CH2:32]1)[CH2:28][C:29]#[CH:30].C1(P(C2C=CC=CC=2)C2C=CC=CC=2)C=CC=CC=1.C(OCC)(=O)C, predict the reaction product. The product is: [Cl:1][C:2]1[CH:7]=[C:6]([Cl:8])[C:5]([O:9][CH3:10])=[CH:4][C:3]=1[NH:11][C:12]1[C:21]2[C:16](=[CH:17][C:18]([C:30]#[C:29][CH2:28][CH2:27][N:31]3[CH2:32][CH2:33][N:34]([CH3:37])[CH2:35][CH2:36]3)=[C:19]([O:22][CH3:23])[CH:20]=2)[N:15]=[CH:14][C:13]=1[C:25]#[N:26]. (3) Given the reactants Br[C:2]1[CH:7]=[CH:6][C:5]([Br:8])=[CH:4][CH:3]=1.[Li]CCCC.[F:14][C:15]([F:21])([F:20])[CH2:16][C:17](=[O:19])[CH3:18], predict the reaction product. The product is: [Br:8][C:5]1[CH:6]=[CH:7][C:2]([C:17]([OH:19])([CH2:16][C:15]([F:21])([F:20])[F:14])[CH3:18])=[CH:3][CH:4]=1. (4) Given the reactants [CH2:1]([N:3]([CH2:19][CH3:20])[CH2:4][CH2:5][N:6]1[CH2:11][CH2:10][C:9]2[NH:12][C:13]([CH:16]=O)=[C:14]([CH3:15])[C:8]=2[C:7]1=[O:18])[CH3:2].[CH3:21][O:22][C:23]1[CH:28]=[CH:27][C:26]([C:29]2[CH:30]=[C:31]3[C:35](=[CH:36][CH:37]=2)[NH:34][C:33](=[O:38])[CH2:32]3)=[CH:25][CH:24]=1, predict the reaction product. The product is: [CH2:1]([N:3]([CH2:19][CH3:20])[CH2:4][CH2:5][N:6]1[CH2:11][CH2:10][C:9]2[NH:12][C:13]([CH:16]=[C:32]3[C:31]4[C:35](=[CH:36][CH:37]=[C:29]([C:26]5[CH:27]=[CH:28][C:23]([O:22][CH3:21])=[CH:24][CH:25]=5)[CH:30]=4)[NH:34][C:33]3=[O:38])=[C:14]([CH3:15])[C:8]=2[C:7]1=[O:18])[CH3:2].